This data is from Catalyst prediction with 721,799 reactions and 888 catalyst types from USPTO. The task is: Predict which catalyst facilitates the given reaction. Product: [F:1][C:2]1[CH:7]=[CH:6][C:5]([C:8]2[CH:12]=[C:11]3[O:13][CH:14]=[C:15]([CH3:17])[N:10]3[N:9]=2)=[CH:4][CH:3]=1. Reactant: [F:1][C:2]1[CH:7]=[CH:6][C:5]([C:8]2[CH:12]=[C:11]([O:13][CH2:14][C:15]([CH3:17])=O)[NH:10][N:9]=2)=[CH:4][CH:3]=1.C(O)(=O)C.CC1C=CC(S(O)(=O)=O)=CC=1. The catalyst class is: 260.